This data is from Full USPTO retrosynthesis dataset with 1.9M reactions from patents (1976-2016). The task is: Predict the reactants needed to synthesize the given product. (1) Given the product [Br:17][CH2:2][C:3]1[N:4]=[C:5]([NH:8][C:9](=[O:15])[O:10][C:11]([CH3:14])([CH3:13])[CH3:12])[S:6][CH:7]=1, predict the reactants needed to synthesize it. The reactants are: O[CH2:2][C:3]1[N:4]=[C:5]([NH:8][C:9](=[O:15])[O:10][C:11]([CH3:14])([CH3:13])[CH3:12])[S:6][CH:7]=1.P(Br)(Br)[Br:17]. (2) Given the product [C:50]([OH:55])(=[O:54])[C:51]([OH:53])=[O:52].[CH:16]1(/[CH:22]=[CH:23]/[C:24]2[N:6]([C:7]3[CH:12]=[CH:11][CH:10]=[CH:9][N:8]=3)[C:5]3[CH:13]=[CH:14][C:2]([CH3:1])=[CH:3][C:4]=3[N:15]=2)[CH2:21][CH2:20][CH2:19][CH2:18][CH2:17]1, predict the reactants needed to synthesize it. The reactants are: [CH3:1][C:2]1[CH:14]=[CH:13][C:5]([NH:6][C:7]2[CH:12]=[CH:11][CH:10]=[CH:9][N:8]=2)=[C:4]([NH2:15])[CH:3]=1.[CH:16]1(/[CH:22]=[CH:23]/[C:24](Cl)=O)[CH2:21][CH2:20][CH2:19][CH2:18][CH2:17]1.N1C=CC=CC=1N1C2C=CC=CC=2N=C1/C=C/C1C=CC=CC=1.[C:50]([OH:55])(=[O:54])[C:51]([OH:53])=[O:52]. (3) Given the product [C:30]([O:34][C:35]([N:37]1[CH2:41][CH2:40][C@@H:39]([CH2:42][NH:43][C:44]([O:46][C:47]([CH3:50])([CH3:48])[CH3:49])=[O:45])[C@@H:38]1/[CH:54]=[CH:53]/[O:56][CH3:57])=[O:36])([CH3:33])([CH3:31])[CH3:32], predict the reactants needed to synthesize it. The reactants are: CC(C)([O-])C.[K+].[Cl-].COC[P+](C1C=CC=CC=1)(C1C=CC=CC=1)C1C=CC=CC=1.[C:30]([O:34][C:35]([N:37]1[CH2:41][CH2:40][C@@H:39]([CH2:42][NH:43][C:44]([O:46][C:47]([CH3:50])([CH3:49])[CH3:48])=[O:45])[C@@H:38]1C=O)=[O:36])([CH3:33])([CH3:32])[CH3:31].[C:53]([O:56][CH2:57]C)(=O)[CH3:54]. (4) Given the product [CH2:31]([NH:33][C:3]([C:5]1[N:13]=[CH:12][C:11]2[NH:10][C:9]3[N:14]=[CH:15][C:16]([C:18]4[CH:19]=[CH:20][C:21]([CH2:24][N:25]5[CH2:26][CH2:27][CH2:28][CH2:29][CH2:30]5)=[CH:22][CH:23]=4)=[CH:17][C:8]=3[C:7]=2[CH:6]=1)=[O:4])[CH3:32], predict the reactants needed to synthesize it. The reactants are: CO[C:3]([C:5]1[N:13]=[CH:12][C:11]2[NH:10][C:9]3[N:14]=[CH:15][C:16]([C:18]4[CH:23]=[CH:22][C:21]([CH2:24][N:25]5[CH2:30][CH2:29][CH2:28][CH2:27][CH2:26]5)=[CH:20][CH:19]=4)=[CH:17][C:8]=3[C:7]=2[CH:6]=1)=[O:4].[CH2:31]([NH2:33])[CH3:32]. (5) Given the product [Cl:14][C:13]1[C:3]2[CH2:2][N:29]([CH:27]([C:24]3[CH:25]=[N:26][C:21]([O:20][CH:16]4[CH2:19][CH2:18][CH2:17]4)=[C:22]([CH3:30])[CH:23]=3)[CH3:28])[C:5](=[O:7])[C:4]=2[CH:10]=[CH:11][N:12]=1, predict the reactants needed to synthesize it. The reactants are: Br[CH2:2][C:3]1[C:13]([Cl:14])=[N:12][CH:11]=[CH:10][C:4]=1[C:5]([O:7]CC)=O.Cl.[CH:16]1([O:20][C:21]2[N:26]=[CH:25][C:24]([CH:27]([NH2:29])[CH3:28])=[CH:23][C:22]=2[CH3:30])[CH2:19][CH2:18][CH2:17]1. (6) Given the product [F:15][C:8]([F:16])([CH:9]([F:14])[C:10]([F:13])([F:12])[F:11])[CH2:7][CH:26]([C:25]#[N:29])[C:27]#[N:28], predict the reactants needed to synthesize it. The reactants are: FC(F)(F)S(O[CH2:7][C:8]([F:16])([F:15])[CH:9]([F:14])[C:10]([F:13])([F:12])[F:11])(=O)=O.C(=O)([O-])[O-].[K+].[K+].[C:25](#[N:29])[CH2:26][C:27]#[N:28].O. (7) Given the product [Cl:29][C:17]1[CH:16]=[C:15]([NH:14][C:12]2[N:11]=[CH:10][N:9]=[C:8]3[NH:7][N:6]=[C:5]([O:4][CH2:3][CH2:2][N:30]4[CH2:34][CH2:33][C@@H:32]([OH:35])[CH2:31]4)[C:13]=23)[CH:20]=[CH:19][C:18]=1[O:21][CH2:22][C:23]1[CH:28]=[CH:27][CH:26]=[CH:25][N:24]=1, predict the reactants needed to synthesize it. The reactants are: Cl[CH2:2][CH2:3][O:4][C:5]1[C:13]2[C:8](=[N:9][CH:10]=[N:11][C:12]=2[NH:14][C:15]2[CH:20]=[CH:19][C:18]([O:21][CH2:22][C:23]3[CH:28]=[CH:27][CH:26]=[CH:25][N:24]=3)=[C:17]([Cl:29])[CH:16]=2)[NH:7][N:6]=1.[NH:30]1[CH2:34][CH2:33][C@@H:32]([OH:35])[CH2:31]1. (8) The reactants are: [Cl:1][C:2]1[N:7]=[C:6]([C:8]2[S:12][C:11]([CH:13]([CH3:15])[CH3:14])=[N:10][C:9]=2[C:16]2[CH:17]=[C:18]([NH:22][S:23]([C:26]3[C:31](F)=[CH:30][CH:29]=CC=3F)(=[O:25])=[O:24])[CH:19]=[CH:20][CH:21]=2)[CH:5]=[CH:4][N:3]=1.ClC1N=C(C2[S:45]C(C(C)C)=NC=2C2C=C(C=CC=2)N)C=CN=1.S1C=CC=C1S(Cl)(=O)=O. Given the product [Cl:1][C:2]1[N:7]=[C:6]([C:8]2[S:12][C:11]([CH:13]([CH3:14])[CH3:15])=[N:10][C:9]=2[C:16]2[CH:17]=[C:18]([NH:22][S:23]([C:26]3[S:45][CH:29]=[CH:30][CH:31]=3)(=[O:25])=[O:24])[CH:19]=[CH:20][CH:21]=2)[CH:5]=[CH:4][N:3]=1, predict the reactants needed to synthesize it. (9) Given the product [S:28]1[C:32]2[CH:33]=[CH:34][CH:35]=[CH:36][C:31]=2[C:30]([C:2]2[C:3]3[C:4]([S:20][C:21]4[CH:26]=[CH:25][C:24]([Cl:27])=[CH:23][CH:22]=4)=[C:5]4[CH:14]([CH2:15][C:16]([OH:18])=[O:17])[CH2:13][CH2:12][N:6]4[C:7]=3[CH:8]=[C:9]([F:11])[CH:10]=2)=[CH:29]1, predict the reactants needed to synthesize it. The reactants are: Br[C:2]1[C:3]2[C:4]([S:20][C:21]3[CH:26]=[CH:25][C:24]([Cl:27])=[CH:23][CH:22]=3)=[C:5]3[CH:14]([CH2:15][C:16]([O:18]C)=[O:17])[CH2:13][CH2:12][N:6]3[C:7]=2[CH:8]=[C:9]([F:11])[CH:10]=1.[S:28]1[C:32]2[CH:33]=[CH:34][CH:35]=[CH:36][C:31]=2[C:30](B(O)O)=[CH:29]1.